This data is from Reaction yield outcomes from USPTO patents with 853,638 reactions. The task is: Predict the reaction yield, written as a fraction of the theoretical maximum amount of product (1.0 means a 100% yield; for example, 0.34 means a 34% yield). (1) The reactants are [NH:1]1[C:9]2[C:4](=[CH:5][CH:6]=[CH:7][C:8]=2[C:10]([OH:12])=O)[CH:3]=[CH:2]1.CN(C(ON1N=NC2C=CC=CC1=2)=[N+](C)C)C.[B-](F)(F)(F)F.C(N(CC)C(C)C)(C)C.[C:44]([C:48]1[CH:66]=[CH:65][C:51]([CH2:52][NH:53][CH2:54][CH2:55][C:56]2[CH:61]=[CH:60][CH:59]=[C:58]([O:62][CH2:63][CH3:64])[CH:57]=2)=[CH:50][CH:49]=1)([CH3:47])([CH3:46])[CH3:45]. The catalyst is CN(C=O)C.O. The product is [C:44]([C:48]1[CH:66]=[CH:65][C:51]([CH2:52][N:53]([CH2:54][CH2:55][C:56]2[CH:61]=[CH:60][CH:59]=[C:58]([O:62][CH2:63][CH3:64])[CH:57]=2)[C:10]([C:8]2[CH:7]=[CH:6][CH:5]=[C:4]3[C:9]=2[NH:1][CH:2]=[CH:3]3)=[O:12])=[CH:50][CH:49]=1)([CH3:46])([CH3:45])[CH3:47]. The yield is 0.310. (2) The reactants are [Cl:1][C:2]1[CH:14]=[CH:13][C:12]2[C:11]3[C:6](=[CH:7][C:8]([Cl:15])=[CH:9][CH:10]=3)[NH:5][C:4]=2[CH:3]=1.Br[CH2:17][CH:18]([CH2:27][CH2:28][CH2:29][CH2:30][CH2:31][CH3:32])[CH2:19][CH2:20][CH2:21][CH2:22][CH2:23][CH2:24][CH2:25][CH3:26].[OH-].[Na+]. The catalyst is CC(C)=O.S.C([N+](CCCC)(CCCC)CCCC)CCC. The product is [Cl:1][C:2]1[CH:14]=[CH:13][C:12]2[C:11]3[C:6](=[CH:7][C:8]([Cl:15])=[CH:9][CH:10]=3)[N:5]([CH2:17][CH:18]([CH2:27][CH2:28][CH2:29][CH2:30][CH2:31][CH3:32])[CH2:19][CH2:20][CH2:21][CH2:22][CH2:23][CH2:24][CH2:25][CH3:26])[C:4]=2[CH:3]=1. The yield is 0.900. (3) The reactants are [N:1]1[CH:6]=[CH:5][CH:4]=[CH:3][C:2]=1/[CH:7]=[CH:8]/[C:9]1[C:17]2[C:12](=[CH:13][C:14]([C:18]([C:20]3[CH:28]=[CH:27][CH:26]=[CH:25][C:21]=3[C:22]([OH:24])=[O:23])=[O:19])=[CH:15][CH:16]=2)[N:11](COCC[Si](C)(C)C)[N:10]=1.C(N)CN.CCCC[N+](CCCC)(CCCC)CCCC.[F-].C1COCC1.C(O)(=O)C. The catalyst is C(OCC)(=O)C. The product is [N:1]1[CH:6]=[CH:5][CH:4]=[CH:3][C:2]=1/[CH:7]=[CH:8]/[C:9]1[C:17]2[C:12](=[CH:13][C:14]([C:18]([C:20]3[CH:28]=[CH:27][CH:26]=[CH:25][C:21]=3[C:22]([OH:24])=[O:23])=[O:19])=[CH:15][CH:16]=2)[NH:11][N:10]=1. The yield is 0.710. (4) The reactants are [O:1]1[CH2:6][CH2:5][CH:4]([N:7]2[CH:11]=[C:10](B(O)O)[CH:9]=[N:8]2)[CH2:3][CH2:2]1.[OH-:15].[Na+].OO.Cl. The catalyst is C1COCC1. The product is [O:1]1[CH2:6][CH2:5][CH:4]([N:7]2[CH:11]=[C:10]([OH:15])[CH:9]=[N:8]2)[CH2:3][CH2:2]1. The yield is 0.760. (5) The reactants are [C:1]([O:5][C:6]([NH:8][C:9]1([CH3:25])[CH2:14][CH2:13][CH2:12][N:11](C(OCC2C=CC=CC=2)=O)[CH2:10]1)=[O:7])([CH3:4])([CH3:3])[CH3:2]. The catalyst is CO.[Pd]. The product is [CH3:25][C:9]1([NH:8][C:6](=[O:7])[O:5][C:1]([CH3:4])([CH3:3])[CH3:2])[CH2:14][CH2:13][CH2:12][NH:11][CH2:10]1. The yield is 0.720. (6) The reactants are [CH3:1][O:2][C:3]1[CH:8]=[C:7]([N:9]2[CH2:14][CH2:13][O:12][CH2:11][CH2:10]2)[CH:6]=[C:5]([N+:15]([O-])=O)[C:4]=1[NH:18][C:19](=O)[CH3:20]. The catalyst is CC(O)=O.[Fe]. The product is [CH3:1][O:2][C:3]1[C:4]2[N:18]=[C:19]([CH3:20])[NH:15][C:5]=2[CH:6]=[C:7]([N:9]2[CH2:14][CH2:13][O:12][CH2:11][CH2:10]2)[CH:8]=1. The yield is 1.00. (7) The reactants are CCN(CC)CC.O[C@@H:9]([CH3:32])[C@@H:10]([NH:14][C:15]([O:17][CH:18]1[CH2:23][CH2:22][N:21]([C:24]([C:26]2[CH:31]=[CH:30][CH:29]=[CH:28][CH:27]=2)=[O:25])[CH2:20][CH2:19]1)=[O:16])[C:11]([OH:13])=[O:12].CN(C(ON1N=NC2C=CC=CC1=2)=[N+](C)C)C.F[P-](F)(F)(F)(F)F. The catalyst is C(Cl)Cl. The product is [C:24]([N:21]1[CH2:22][CH2:23][CH:18]([O:17][C:15](=[O:16])[NH:14][C@H:10]2[C:11](=[O:12])[O:13][C@H:9]2[CH3:32])[CH2:19][CH2:20]1)(=[O:25])[C:26]1[CH:31]=[CH:30][CH:29]=[CH:28][CH:27]=1. The yield is 0.0900.